Predict the reaction yield, written as a fraction of the theoretical maximum amount of product (1.0 means a 100% yield; for example, 0.34 means a 34% yield). From a dataset of Reaction yield outcomes from USPTO patents with 853,638 reactions. (1) The reactants are O[C:2]1[C:7]([N+]([O-])=O)=[CH:6][C:5]([F:11])=[CH:4][N:3]=1.[OH:12][C:13]1C=CC(F)=CN=1.NC1C=CC(OC)=NC=1. No catalyst specified. The product is [CH3:13][O:12][C:4]1[C:5]([F:11])=[CH:6][CH:7]=[CH:2][N:3]=1. The yield is 1.00. (2) The reactants are C(OC([N:8]1[C:12]2[CH:13]=[CH:14][CH:15]=[CH:16][C:11]=2[N:10]=[C:9]1[CH2:17][N:18]([CH2:29][C:30]1([CH2:33][CH2:34][N:35]2C(=O)C3C(=CC=CC=3)C2=O)[CH2:32][CH2:31]1)[CH:19]1[C:28]2[N:27]=[CH:26][CH:25]=[CH:24][C:23]=2[CH2:22][CH2:21][CH2:20]1)=O)(C)(C)C.O.NN. The catalyst is C(O)C. The product is [NH2:35][CH2:34][CH2:33][C:30]1([CH2:29][N:18]([CH2:17][C:9]2[NH:8][C:12]3[CH:13]=[CH:14][CH:15]=[CH:16][C:11]=3[N:10]=2)[CH:19]2[C:28]3[N:27]=[CH:26][CH:25]=[CH:24][C:23]=3[CH2:22][CH2:21][CH2:20]2)[CH2:32][CH2:31]1. The yield is 0.500. (3) The reactants are [CH2:1]([C@@:4]1([C:26]2[CH:31]=[CH:30][CH:29]=[CH:28][C:27]=2[F:32])[O:9][C:8](=[O:10])[N:7]([C@H:11]([C:13]2[CH:18]=[CH:17][C:16]([C:19]3[CH:24]=[CH:23][C:22]([F:25])=[CH:21][CH:20]=3)=[CH:15][CH:14]=2)[CH3:12])[CH2:6][CH2:5]1)[CH:2]=[CH2:3].C1C[O:36]CC1. No catalyst specified. The product is [F:25][C:22]1[CH:23]=[CH:24][C:19]([C:16]2[CH:17]=[CH:18][C:13]([C@@H:11]([N:7]3[CH2:6][CH2:5][C@@:4]([C:26]4[CH:31]=[CH:30][CH:29]=[CH:28][C:27]=4[F:32])([CH2:1][CH2:2][CH2:3][OH:36])[O:9][C:8]3=[O:10])[CH3:12])=[CH:14][CH:15]=2)=[CH:20][CH:21]=1. The yield is 0.170. (4) The reactants are [OH:1][C:2]1[CH:7]=[CH:6][C:5]([CH2:8][CH2:9][CH:10]=[O:11])=[CH:4][CH:3]=1.CC(C)=[O:14].OS(O)(=O)=O.O=[Cr](=O)=O. The catalyst is CC(C)=O. The product is [OH:1][C:2]1[CH:3]=[CH:4][C:5]([CH2:8][CH2:9][C:10]([OH:14])=[O:11])=[CH:6][CH:7]=1. The yield is 0.631. (5) The reactants are Cl[C:2]1[C:7]([I:8])=[CH:6][N:5]=[C:4]([S:9][CH3:10])[N:3]=1.C(N(CC)CC)C.Cl.[NH2:19][C@@H:20]1[CH2:24][C@@H:23]([CH2:25][OH:26])[C@@H:22]([OH:27])[C@H:21]1[OH:28]. The catalyst is C(O)C. The product is [OH:26][CH2:25][C@H:23]1[CH2:24][C@@H:20]([NH:19][C:2]2[C:7]([I:8])=[CH:6][N:5]=[C:4]([S:9][CH3:10])[N:3]=2)[C@H:21]([OH:28])[C@@H:22]1[OH:27]. The yield is 1.00. (6) The reactants are [CH2:1]([N:8]1[C:12]2=[C:13]([Cl:17])[N:14]=[CH:15][CH:16]=[C:11]2[C:10]([CH3:18])=[C:9]1[CH3:19])[C:2]1[CH:7]=[CH:6][CH:5]=[CH:4][CH:3]=1.[CH3:20][C:21]1[CH:28]=[CH:27][C:24]([CH2:25][NH2:26])=[CH:23][CH:22]=1. No catalyst specified. The product is [ClH:17].[CH2:1]([N:8]1[C:12]2=[C:13]([NH:26][CH2:25][C:24]3[CH:27]=[CH:28][C:21]([CH3:20])=[CH:22][CH:23]=3)[N:14]=[CH:15][CH:16]=[C:11]2[C:10]([CH3:18])=[C:9]1[CH3:19])[C:2]1[CH:7]=[CH:6][CH:5]=[CH:4][CH:3]=1. The yield is 0.500. (7) The reactants are [C:1]([O:5][C:6](=[O:20])[CH2:7][CH2:8][S:9][CH2:10][C:11]1[CH:12]=[C:13]([CH:17]=[CH:18][CH:19]=1)[C:14]([OH:16])=O)([CH3:4])([CH3:3])[CH3:2].CCN=C=NCCCN(C)C.Cl.[NH2:33][C:34]1[CH:39]=[CH:38][C:37]([N:40]2[CH2:45][CH2:44][CH2:43][CH2:42][CH2:41]2)=[CH:36][C:35]=1[C:46]1[N:51]=[CH:50][N:49]=[C:48]([NH:52][CH:53]([C:55]2[CH:60]=[CH:59][CH:58]=[C:57]([C:61]([F:64])([F:63])[F:62])[CH:56]=2)[CH3:54])[CH:47]=1. The catalyst is ClCCl.CN(C)C1C=CN=CC=1. The product is [N:40]1([C:37]2[CH:38]=[CH:39][C:34]([NH:33][C:14]([C:13]3[CH:12]=[C:11]([CH:19]=[CH:18][CH:17]=3)[CH2:10][S:9][CH2:8][CH2:7][C:6]([O:5][C:1]([CH3:2])([CH3:3])[CH3:4])=[O:20])=[O:16])=[C:35]([C:46]3[CH:47]=[C:48]([NH:52][CH:53]([C:55]4[CH:60]=[CH:59][CH:58]=[C:57]([C:61]([F:64])([F:62])[F:63])[CH:56]=4)[CH3:54])[N:49]=[CH:50][N:51]=3)[CH:36]=2)[CH2:41][CH2:42][CH2:43][CH2:44][CH2:45]1. The yield is 0.310.